Dataset: Catalyst prediction with 721,799 reactions and 888 catalyst types from USPTO. Task: Predict which catalyst facilitates the given reaction. Reactant: [NH2:1][C:2]1[CH:6]=[C:5]([C:7]2[CH:12]=[CH:11][CH:10]=[CH:9][CH:8]=2)[Se:4][C:3]=1[C:13]#[N:14].C([OH:17])C. Product: [NH2:1][C:2]1[CH:6]=[C:5]([C:7]2[CH:12]=[CH:11][CH:10]=[CH:9][CH:8]=2)[Se:4][C:3]=1[C:13]([NH2:14])=[O:17]. The catalyst class is: 74.